Dataset: Catalyst prediction with 721,799 reactions and 888 catalyst types from USPTO. Task: Predict which catalyst facilitates the given reaction. (1) Reactant: Br[C:2]1[CH:7]=[CH:6][C:5]([NH:8][C:9](=[O:15])[O:10][C:11]([CH3:14])([CH3:13])[CH3:12])=[C:4]([Cl:16])[CH:3]=1.[B:17]1([B:17]2[O:21][C:20]([CH3:23])([CH3:22])[C:19]([CH3:25])([CH3:24])[O:18]2)[O:21][C:20]([CH3:23])([CH3:22])[C:19]([CH3:25])([CH3:24])[O:18]1.ClCCl.C([O-])(=O)C.[K+]. Product: [Cl:16][C:4]1[CH:3]=[C:2]([B:17]2[O:21][C:20]([CH3:23])([CH3:22])[C:19]([CH3:25])([CH3:24])[O:18]2)[CH:7]=[CH:6][C:5]=1[NH:8][C:9](=[O:15])[O:10][C:11]([CH3:14])([CH3:13])[CH3:12]. The catalyst class is: 9. (2) Reactant: [CH3:1][O:2][C:3]1[CH:4]=[C:5]([CH:8]=[CH:9][C:10]=1[O:11][CH2:12][C:13]1[C:14]([CH3:24])=[N:15][N:16]([C:18]2[CH:23]=[CH:22][CH:21]=[CH:20][N:19]=2)[CH:17]=1)[CH:6]=[O:7].C(O)C.[BH4-].[Na+].O. Product: [CH3:1][O:2][C:3]1[CH:4]=[C:5]([CH2:6][OH:7])[CH:8]=[CH:9][C:10]=1[O:11][CH2:12][C:13]1[C:14]([CH3:24])=[N:15][N:16]([C:18]2[CH:23]=[CH:22][CH:21]=[CH:20][N:19]=2)[CH:17]=1. The catalyst class is: 7. (3) Reactant: [Cl:1][C:2]1[C:3]2[NH:10][CH:9]=[CH:8][C:4]=2[N:5]=[CH:6][N:7]=1.C(=O)([O-])[O-].[K+].[K+].I[CH2:18][CH3:19]. Product: [Cl:1][C:2]1[C:3]2[N:10]([CH2:18][CH3:19])[CH:9]=[CH:8][C:4]=2[N:5]=[CH:6][N:7]=1. The catalyst class is: 35. (4) Reactant: [CH3:1][N:2]([C:31]([O:33][CH2:34][CH:35]1[C:47]2[CH:46]=[CH:45][CH:44]=[CH:43][C:42]=2[C:41]2[C:36]1=[CH:37][CH:38]=[CH:39][CH:40]=2)=[O:32])[N:3]([CH3:30])[CH2:4][C:5]1[N:6]([CH2:14][CH2:15][C:16](=[O:29])OC2C(F)=C(F)C(F)=C(F)C=2F)[C:7]2[C:12]([CH:13]=1)=[CH:11][CH:10]=[CH:9][CH:8]=2.O.Cl.[NH:50]1[CH2:55][CH2:54][C:53](=[O:56])[CH2:52][CH2:51]1.CCN(C(C)C)C(C)C.ClCCCl. Product: [CH3:1][N:2]([C:31]([O:33][CH2:34][CH:35]1[C:36]2[CH:37]=[CH:38][CH:39]=[CH:40][C:41]=2[C:42]2[C:47]1=[CH:46][CH:45]=[CH:44][CH:43]=2)=[O:32])[N:3]([CH3:30])[CH2:4][C:5]1[N:6]([CH2:14][CH2:15][C:16](=[O:29])[N:50]2[CH2:55][CH2:54][C:53](=[O:56])[CH2:52][CH2:51]2)[C:7]2[C:12]([CH:13]=1)=[CH:11][CH:10]=[CH:9][CH:8]=2. The catalyst class is: 329. (5) Reactant: [Cl:1][C:2]1[CH:7]=[CH:6][C:5]([CH:8]([C:15]2[C:23]3[C:18](=[C:19]([CH2:25][S:26][CH3:27])[CH:20]=[C:21]([F:24])[CH:22]=3)[NH:17][CH:16]=2)[CH2:9][C:10](OCC)=[O:11])=[C:4]([F:28])[CH:3]=1.[H-].[Al+3].[Li+].[H-].[H-].[H-].Cl. Product: [Cl:1][C:2]1[CH:7]=[CH:6][C:5]([CH:8]([C:15]2[C:23]3[C:18](=[C:19]([CH2:25][S:26][CH3:27])[CH:20]=[C:21]([F:24])[CH:22]=3)[NH:17][CH:16]=2)[CH2:9][CH2:10][OH:11])=[C:4]([F:28])[CH:3]=1. The catalyst class is: 7. (6) Reactant: [Cl:1][C:2]1[CH:7]=[C:6]([O:8][CH2:9][CH:10]=[C:11]([Cl:13])[Cl:12])[CH:5]=[C:4]([Cl:14])[C:3]=1[OH:15].C(=O)([O-])[O-].[K+].[K+].[Cl:22][CH2:23][C:24]([CH2:26]Cl)=[CH2:25]. Product: [Cl:1][C:2]1[CH:7]=[C:6]([O:8][CH2:9][CH:10]=[C:11]([Cl:13])[Cl:12])[CH:5]=[C:4]([Cl:14])[C:3]=1[O:15][CH2:26][C:24]([CH2:23][Cl:22])=[CH2:25]. The catalyst class is: 10. (7) The catalyst class is: 5. Reactant: C([Si](C)(C)[O:6][C:7]1[CH:12]=[CH:11][C:10]([C:13]2[C:17]([C:18]3[CH:23]=[CH:22][CH:21]=[CH:20][CH:19]=3)=[C:16]([C:24]3([CH2:27]OS(C)(=O)=O)[CH2:26][CH2:25]3)[O:15][N:14]=2)=[CH:9][CH:8]=1)(C)(C)C.[CH3:35][NH2:36]. Product: [CH3:35][NH:36][CH2:27][C:24]1([C:16]2[O:15][N:14]=[C:13]([C:10]3[CH:11]=[CH:12][C:7]([OH:6])=[CH:8][CH:9]=3)[C:17]=2[C:18]2[CH:23]=[CH:22][CH:21]=[CH:20][CH:19]=2)[CH2:26][CH2:25]1. (8) Reactant: [CH3:1][O:2][C:3]1[CH:10]=[CH:9][C:6]([CH:7]=O)=[CH:5][CH:4]=1.Cl.[OH:12][NH2:13].C([O-])(=O)C.[Na+]. Product: [CH3:1][O:2][C:3]1[CH:10]=[CH:9][C:6]([CH:7]=[N:13][OH:12])=[CH:5][CH:4]=1. The catalyst class is: 40.